Dataset: Full USPTO retrosynthesis dataset with 1.9M reactions from patents (1976-2016). Task: Predict the reactants needed to synthesize the given product. (1) Given the product [ClH:11].[CH3:10][C:4]1[N:3]2[CH:12]=[CH:13][N:1]=[C:2]2[CH:9]=[CH:8][C:5]=1[C:6]#[N:7], predict the reactants needed to synthesize it. The reactants are: [NH2:1][C:2]1[CH:9]=[CH:8][C:5]([C:6]#[N:7])=[C:4]([CH3:10])[N:3]=1.[Cl:11][CH2:12][CH:13]=O. (2) Given the product [Cl:34][CH2:2][C:3]1[CH:4]=[C:5]([O:19][CH3:20])[C:6](=[O:18])[N:7]([CH2:9][C:10]2[CH:15]=[CH:14][C:13]([O:16][CH3:17])=[CH:12][CH:11]=2)[N:8]=1, predict the reactants needed to synthesize it. The reactants are: O[CH2:2][C:3]1[CH:4]=[C:5]([O:19][CH3:20])[C:6](=[O:18])[N:7]([CH2:9][C:10]2[CH:15]=[CH:14][C:13]([O:16][CH3:17])=[CH:12][CH:11]=2)[N:8]=1.CCN(C(C)C)C(C)C.CS([Cl:34])(=O)=O.